This data is from Forward reaction prediction with 1.9M reactions from USPTO patents (1976-2016). The task is: Predict the product of the given reaction. (1) Given the reactants [F:1][C:2]([F:21])([C:17]([F:20])([F:19])[F:18])[C:3]([F:16])([F:15])[C:4]1[NH:9][C:8](=[O:10])[C:7]([C:11](OC)=[O:12])=[CH:6][CH:5]=1.Cl, predict the reaction product. The product is: [F:21][C:2]([F:1])([C:17]([F:20])([F:19])[F:18])[C:3]([F:15])([F:16])[C:4]1[NH:9][C:8](=[O:10])[C:7]([C:11]([NH:9][CH2:8][CH2:7][CH3:6])=[O:12])=[CH:6][CH:5]=1. (2) The product is: [CH3:22][O:23][C:24]1[CH:25]=[C:11]([CH:10]=[C:3]([O:2][CH3:1])[C:4]=1[CH:5]([CH3:8])[CH3:6])[CH2:12][Br:17]. Given the reactants [CH3:1][O:2][C:3]1[CH:4]=[C:5]([CH:8]=C(OC)[C:10]=1[CH2:11][CH2:12]C)[CH2:6]O.P(Br)(Br)[Br:17].O.C[CH2:22][O:23][CH2:24][CH3:25], predict the reaction product. (3) Given the reactants Br[C:2]1[CH:3]=[CH:4][C:5]([NH:8][C:9]2[CH:14]=[CH:13][C:12]([Cl:15])=[CH:11][CH:10]=2)=[N:6][CH:7]=1.[Li]CCCC.C([O:24][B:25](OC(C)C)[O:26]C(C)C)(C)C.O, predict the reaction product. The product is: [Cl:15][C:12]1[CH:13]=[CH:14][C:9]([NH:8][C:5]2[N:6]=[CH:7][C:2]([B:25]([OH:26])[OH:24])=[CH:3][CH:4]=2)=[CH:10][CH:11]=1. (4) Given the reactants [CH:1]([CH:4]1[C:12]2[C:7](=[CH:8][C:9]([N+:17]([O-:19])=[O:18])=[C:10]([NH:13]C(=O)C)[CH:11]=2)[N:6]([CH3:20])[C:5]1=[O:21])([CH3:3])[CH3:2].Cl, predict the reaction product. The product is: [NH2:13][C:10]1[CH:11]=[C:12]2[C:7](=[CH:8][C:9]=1[N+:17]([O-:19])=[O:18])[N:6]([CH3:20])[C:5](=[O:21])[CH:4]2[CH:1]([CH3:3])[CH3:2]. (5) Given the reactants [CH2:1]([N:5]1[C:13]2[N:12]=[C:11]([CH2:14][C:15]3[CH:20]=[CH:19][C:18]([NH:21][C:22]([C:24]4[N:28]=[CH:27][N:26](C(C5C=CC=CC=5)(C5C=CC=CC=5)C5C=CC=CC=5)[N:25]=4)=[O:23])=[CH:17][CH:16]=3)[NH:10][C:9]=2[C:8](=[O:48])[N:7]([CH2:49][C:50]2[CH:55]=[CH:54][CH:53]=[CH:52][C:51]=2[F:56])[C:6]1=[O:57])[CH2:2][CH2:3][CH3:4].[F:58][C:59]([F:64])([F:63])[C:60]([OH:62])=[O:61].C([SiH](CC)CC)C, predict the reaction product. The product is: [F:58][C:59]([F:64])([F:63])[C:60]([OH:62])=[O:61].[CH2:1]([N:5]1[C:13]2[N:12]=[C:11]([CH2:14][C:15]3[CH:16]=[CH:17][C:18]([NH:21][C:22]([C:24]4[N:28]=[CH:27][NH:26][N:25]=4)=[O:23])=[CH:19][CH:20]=3)[NH:10][C:9]=2[C:8](=[O:48])[N:7]([CH2:49][C:50]2[CH:55]=[CH:54][CH:53]=[CH:52][C:51]=2[F:56])[C:6]1=[O:57])[CH2:2][CH2:3][CH3:4].